This data is from NCI-60 drug combinations with 297,098 pairs across 59 cell lines. The task is: Regression. Given two drug SMILES strings and cell line genomic features, predict the synergy score measuring deviation from expected non-interaction effect. (1) Drug 1: CN1C(=O)N2C=NC(=C2N=N1)C(=O)N. Drug 2: CCC1=C2N=C(C=C(N2N=C1)NCC3=C[N+](=CC=C3)[O-])N4CCCCC4CCO. Cell line: SW-620. Synergy scores: CSS=60.8, Synergy_ZIP=2.67, Synergy_Bliss=1.63, Synergy_Loewe=-5.84, Synergy_HSA=2.92. (2) Drug 1: C1=CC(=CC=C1CCC2=CNC3=C2C(=O)NC(=N3)N)C(=O)NC(CCC(=O)O)C(=O)O. Drug 2: C1=NC2=C(N1)C(=S)N=C(N2)N. Cell line: NCI-H460. Synergy scores: CSS=54.6, Synergy_ZIP=-5.31, Synergy_Bliss=-6.86, Synergy_Loewe=-2.96, Synergy_HSA=-1.01. (3) Drug 1: CS(=O)(=O)C1=CC(=C(C=C1)C(=O)NC2=CC(=C(C=C2)Cl)C3=CC=CC=N3)Cl. Drug 2: C1CN(CCN1C(=O)CCBr)C(=O)CCBr. Cell line: NCIH23. Synergy scores: CSS=11.3, Synergy_ZIP=-6.35, Synergy_Bliss=-4.70, Synergy_Loewe=-10.6, Synergy_HSA=-5.25. (4) Drug 1: CC1=C(C=C(C=C1)C(=O)NC2=CC(=CC(=C2)C(F)(F)F)N3C=C(N=C3)C)NC4=NC=CC(=N4)C5=CN=CC=C5. Drug 2: CC1=C2C(C(=O)C3(C(CC4C(C3C(C(C2(C)C)(CC1OC(=O)C(C(C5=CC=CC=C5)NC(=O)OC(C)(C)C)O)O)OC(=O)C6=CC=CC=C6)(CO4)OC(=O)C)O)C)O. Cell line: SF-539. Synergy scores: CSS=27.2, Synergy_ZIP=11.8, Synergy_Bliss=18.3, Synergy_Loewe=14.4, Synergy_HSA=18.0. (5) Drug 1: CCC(=C(C1=CC=CC=C1)C2=CC=C(C=C2)OCCN(C)C)C3=CC=CC=C3.C(C(=O)O)C(CC(=O)O)(C(=O)O)O. Drug 2: C1=CC=C(C(=C1)C(C2=CC=C(C=C2)Cl)C(Cl)Cl)Cl. Cell line: HCC-2998. Synergy scores: CSS=4.39, Synergy_ZIP=-3.96, Synergy_Bliss=-7.89, Synergy_Loewe=-5.36, Synergy_HSA=-8.25. (6) Drug 1: CC1=C2C(C(=O)C3(C(CC4C(C3C(C(C2(C)C)(CC1OC(=O)C(C(C5=CC=CC=C5)NC(=O)OC(C)(C)C)O)O)OC(=O)C6=CC=CC=C6)(CO4)OC(=O)C)OC)C)OC. Drug 2: C1=CC=C(C(=C1)C(C2=CC=C(C=C2)Cl)C(Cl)Cl)Cl. Cell line: NCIH23. Synergy scores: CSS=50.8, Synergy_ZIP=6.54, Synergy_Bliss=5.41, Synergy_Loewe=-42.2, Synergy_HSA=5.89. (7) Drug 1: C1=CC=C(C=C1)NC(=O)CCCCCCC(=O)NO. Drug 2: C1C(C(OC1N2C=NC3=C2NC=NCC3O)CO)O. Cell line: SN12C. Synergy scores: CSS=-1.86, Synergy_ZIP=-0.580, Synergy_Bliss=-2.93, Synergy_Loewe=-6.72, Synergy_HSA=-6.26. (8) Drug 1: CC1=C(C(=O)C2=C(C1=O)N3CC4C(C3(C2COC(=O)N)OC)N4)N. Drug 2: CC12CCC3C(C1CCC2OP(=O)(O)O)CCC4=C3C=CC(=C4)OC(=O)N(CCCl)CCCl.[Na+]. Cell line: NCI-H226. Synergy scores: CSS=11.3, Synergy_ZIP=-2.61, Synergy_Bliss=1.68, Synergy_Loewe=-11.6, Synergy_HSA=0.0565.